Dataset: Reaction yield outcomes from USPTO patents with 853,638 reactions. Task: Predict the reaction yield, written as a fraction of the theoretical maximum amount of product (1.0 means a 100% yield; for example, 0.34 means a 34% yield). (1) The reactants are [F:1][C:2]([F:13])([F:12])[C:3]([C:6]1[O:10][N:9]=[C:8]([NH2:11])[CH:7]=1)([CH3:5])[CH3:4].C(=O)([O-])[O-].[K+].[K+].Cl[C:21]([O:23][C:24]1[CH:29]=[CH:28][C:27]([Cl:30])=[CH:26][CH:25]=1)=[O:22]. The catalyst is C1COCC1. The product is [F:13][C:2]([F:1])([F:12])[C:3]([C:6]1[O:10][N:9]=[C:8]([NH:11][C:21](=[O:22])[O:23][C:24]2[CH:29]=[CH:28][C:27]([Cl:30])=[CH:26][CH:25]=2)[CH:7]=1)([CH3:5])[CH3:4]. The yield is 0.390. (2) The reactants are [CH3:1][O:2][C:3]1[CH:11]=[C:10]([N+:12]([O-:14])=[O:13])[CH:9]=[CH:8][C:4]=1[C:5]([OH:7])=[O:6].[C:15](=O)([O-])[O-].[K+].[K+].IC. No catalyst specified. The product is [CH3:1][O:2][C:3]1[CH:11]=[C:10]([N+:12]([O-:14])=[O:13])[CH:9]=[CH:8][C:4]=1[C:5]([O:7][CH3:15])=[O:6]. The yield is 0.770. (3) The reactants are [C:1]([O:5][C:6]([N:8]1[CH2:12][C@H:11]([S:13][CH2:14][C:15]2[CH:20]=[CH:19][C:18]([O:21][CH3:22])=[CH:17][CH:16]=2)[CH2:10][C@H:9]1[C:23]([OH:25])=O)=[O:7])([CH3:4])([CH3:3])[CH3:2].CN1CCOCC1.OC1C2N=NNC=2C=CC=1.CCN=C=NCCCN(C)C.Cl.[CH3:55][NH:56][O:57][CH3:58]. The catalyst is C(Cl)Cl. The product is [C:1]([O:5][C:6]([N:8]1[CH2:12][C@H:11]([S:13][CH2:14][C:15]2[CH:20]=[CH:19][C:18]([O:21][CH3:22])=[CH:17][CH:16]=2)[CH2:10][C@H:9]1[C:23](=[O:25])[N:56]([O:57][CH3:58])[CH3:55])=[O:7])([CH3:4])([CH3:3])[CH3:2]. The yield is 0.624. (4) The reactants are [F:1][C:2]([F:26])([F:25])[C:3](=O)[CH2:4][C:5]([C:7]1[CH:23]=[CH:22][C:10]([O:11][CH2:12][CH2:13][NH:14][C:15](=[O:21])[O:16][C:17]([CH3:20])([CH3:19])[CH3:18])=[CH:9][CH:8]=1)=O.Cl.[O:28]1[C:32]2[CH:33]=[CH:34][C:35]([NH:37][NH2:38])=[CH:36][C:31]=2[O:30][CH2:29]1. No catalyst specified. The product is [O:28]1[C:32]2[CH:33]=[CH:34][C:35]([N:37]3[C:5]([C:7]4[CH:23]=[CH:22][C:10]([O:11][CH2:12][CH2:13][NH:14][C:15](=[O:21])[O:16][C:17]([CH3:20])([CH3:19])[CH3:18])=[CH:9][CH:8]=4)=[CH:4][C:3]([C:2]([F:26])([F:25])[F:1])=[N:38]3)=[CH:36][C:31]=2[O:30][CH2:29]1. The yield is 0.567.